Dataset: TCR-epitope binding with 47,182 pairs between 192 epitopes and 23,139 TCRs. Task: Binary Classification. Given a T-cell receptor sequence (or CDR3 region) and an epitope sequence, predict whether binding occurs between them. (1) The epitope is KLVALGINAV. The TCR CDR3 sequence is CASSLHDGGQGYNEQFF. Result: 0 (the TCR does not bind to the epitope). (2) The epitope is RQLLFVVEV. The TCR CDR3 sequence is CASSLAGGGTGELFF. Result: 0 (the TCR does not bind to the epitope). (3) The epitope is TFYLTNDVSFL. The TCR CDR3 sequence is CASSLGQGAAGNTIYF. Result: 1 (the TCR binds to the epitope). (4) The epitope is TLVPQEHYV. The TCR CDR3 sequence is CASSLQDGAPQHF. Result: 0 (the TCR does not bind to the epitope). (5) The epitope is SEVGPEHSLAEY. The TCR CDR3 sequence is CASSPPPSGAKEGVRAGNTIYF. Result: 0 (the TCR does not bind to the epitope). (6) The epitope is ELAGIGILTV. The TCR CDR3 sequence is CASSPLAGAQYQETQYF. Result: 1 (the TCR binds to the epitope). (7) The epitope is TPGPGVRYPL. The TCR CDR3 sequence is CASIVRTSGASYNEQFF. Result: 0 (the TCR does not bind to the epitope).